This data is from Forward reaction prediction with 1.9M reactions from USPTO patents (1976-2016). The task is: Predict the product of the given reaction. (1) Given the reactants O[C:2]1([C:13]2[CH:18]=[CH:17][C:16]([O:19][CH3:20])=[CH:15][CH:14]=2)[CH2:5][N:4]([C:6]([O:8][C:9]([CH3:12])([CH3:11])[CH3:10])=[O:7])[CH2:3]1.C([SiH](CC)CC)C.C(O)(C(F)(F)F)=O, predict the reaction product. The product is: [CH3:20][O:19][C:16]1[CH:17]=[CH:18][C:13]([CH:2]2[CH2:5][N:4]([C:6]([O:8][C:9]([CH3:12])([CH3:11])[CH3:10])=[O:7])[CH2:3]2)=[CH:14][CH:15]=1. (2) Given the reactants [OH:1][C:2]1[CH:9]=[CH:8][C:5]([CH:6]=[O:7])=[CH:4][CH:3]=1.Br[CH2:11][CH2:12][CH2:13][O:14][CH2:15][C:16]1[CH:21]=[CH:20][CH:19]=[CH:18][CH:17]=1.C(=O)([O-])[O-].[Cs+].[Cs+].[I-].[Na+], predict the reaction product. The product is: [CH2:15]([O:14][CH2:13][CH2:12][CH2:11][O:1][C:2]1[CH:9]=[CH:8][C:5]([CH:6]=[O:7])=[CH:4][CH:3]=1)[C:16]1[CH:21]=[CH:20][CH:19]=[CH:18][CH:17]=1. (3) The product is: [CH3:28][C:24]1([CH3:27])[CH2:23][O:22][B:21]([C:2]2[CH:3]=[CH:4][C:5]([CH2:8][CH2:12][CH2:13][C:30]([OH:33])=[O:32])=[CH:6][CH:7]=2)[O:26][CH2:25]1. Given the reactants Br[C:2]1[CH:7]=[CH:6][C:5]([CH:8]([CH2:12][CH3:13])C(O)=O)=[CH:4][CH:3]=1.[CH3:27][C:24]1([CH3:28])[CH2:25][O:26][B:21]([B:21]2[O:26][CH2:25][C:24]([CH3:28])([CH3:27])[CH2:23][O:22]2)[O:22][CH2:23]1.[C:30]([O-:33])(=[O:32])C.[K+].Cl, predict the reaction product. (4) The product is: [CH3:6][O:7][C:8]1[CH:9]=[C:10]([CH:13]=[CH:14][CH:15]=1)[CH2:11][NH:12][S:2]([CH3:1])(=[O:4])=[O:3]. Given the reactants [CH3:1][S:2](Cl)(=[O:4])=[O:3].[CH3:6][O:7][C:8]1[CH:9]=[C:10]([CH:13]=[CH:14][CH:15]=1)[CH2:11][NH2:12].C(N(CC)CC)C, predict the reaction product. (5) Given the reactants [Cl:1][C:2]1[CH:7]=[CH:6][N:5]=[C:4]2[N:8](S(C3C=CC(C)=CC=3)(=O)=O)[C:9]([C:11]3[C:15]4=[N:16][C:17]([O:22][CH3:23])=[C:18]([O:20][CH3:21])[CH:19]=[C:14]4[N:13]([CH2:24][CH2:25][N:26]4[CH2:31][CH2:30][O:29][CH2:28][CH2:27]4)[CH:12]=3)=[CH:10][C:3]=12.[OH-].[K+], predict the reaction product. The product is: [Cl:1][C:2]1[CH:7]=[CH:6][N:5]=[C:4]2[NH:8][C:9]([C:11]3[C:15]4=[N:16][C:17]([O:22][CH3:23])=[C:18]([O:20][CH3:21])[CH:19]=[C:14]4[N:13]([CH2:24][CH2:25][N:26]4[CH2:27][CH2:28][O:29][CH2:30][CH2:31]4)[CH:12]=3)=[CH:10][C:3]=12. (6) Given the reactants CC(C)([O-])C.[Na+].Cl[C:8]1[C:13]([CH2:14][N:15]([CH3:26])[CH2:16][CH:17]([C:19]2[C:24]([CH3:25])=[CH:23][CH:22]=[CH:21][N:20]=2)[OH:18])=[CH:12][CH:11]=[C:10]([Cl:27])[N:9]=1, predict the reaction product. The product is: [NH3:9].[Cl:27][C:10]1[CH:11]=[CH:12][C:13]2[CH2:14][N:15]([CH3:26])[CH2:16][CH:17]([C:19]3[C:24]([CH3:25])=[CH:23][CH:22]=[CH:21][N:20]=3)[O:18][C:8]=2[N:9]=1. (7) Given the reactants [CH2:1]([O:3][C:4](=[O:29])[C:5]1[CH:10]=[C:9]([Cl:11])[C:8]([CH2:12]Br)=[CH:7][C:6]=1[N:14]([C:22]([O:24][C:25]([CH3:28])([CH3:27])[CH3:26])=[O:23])[C:15]([O:17][C:18]([CH3:21])([CH3:20])[CH3:19])=[O:16])[CH3:2].[C:30]([O:34][C:35]([N:37]1[CH2:42][CH2:41][N:40](CC2C=C(N(C(OC(C)(C)C)=O)C(OC(C)(C)C)=O)C(C(OCC)=O)=CC=2Cl)[CH2:39][CH2:38]1)=[O:36])([CH3:33])([CH3:32])[CH3:31].C(=O)([O-])[O-].[K+].[K+].C(OC(=O)N[C@@H]1CCNC1)(C)(C)C, predict the reaction product. The product is: [CH2:1]([O:3][C:4](=[O:29])[C:5]1[CH:10]=[C:9]([Cl:11])[C:8]([CH2:12][N:40]2[CH2:41][CH2:42][C@@H:38]([NH:37][C:35]([O:34][C:30]([CH3:33])([CH3:32])[CH3:31])=[O:36])[CH2:39]2)=[CH:7][C:6]=1[N:14]([C:22]([O:24][C:25]([CH3:28])([CH3:27])[CH3:26])=[O:23])[C:15]([O:17][C:18]([CH3:21])([CH3:20])[CH3:19])=[O:16])[CH3:2].